From a dataset of Catalyst prediction with 721,799 reactions and 888 catalyst types from USPTO. Predict which catalyst facilitates the given reaction. (1) Reactant: [F:1][C:2]1[CH:7]=[C:6]([F:8])[CH:5]=[CH:4][C:3]=1[N:9]1[C:13]([C:14]2[S:23][C:22]3[C:21]4[CH:24]=[C:25]([C:28]([OH:30])=O)[CH:26]=[CH:27][C:20]=4[O:19][CH2:18][CH2:17][C:16]=3[CH:15]=2)=[N:12][CH:11]=[N:10]1.CN(C(ON1N=NC2C=CC=NC1=2)=[N+](C)C)C.F[P-](F)(F)(F)(F)F.C(N(C(C)C)CC)(C)C.[CH2:64]([CH2:66][NH2:67])[OH:65]. Product: [F:1][C:2]1[CH:7]=[C:6]([F:8])[CH:5]=[CH:4][C:3]=1[N:9]1[C:13]([C:14]2[S:23][C:22]3[C:21]4[CH:24]=[C:25]([C:28]([NH:67][CH2:66][CH2:64][OH:65])=[O:30])[CH:26]=[CH:27][C:20]=4[O:19][CH2:18][CH2:17][C:16]=3[CH:15]=2)=[N:12][CH:11]=[N:10]1. The catalyst class is: 42. (2) Reactant: [CH3:1][O:2][C:3]1[C:4]([NH2:9])=[N:5][CH:6]=[CH:7][CH:8]=1.[Br:10]Br. Product: [Br:10][C:7]1[CH:8]=[C:3]([O:2][CH3:1])[C:4]([NH2:9])=[N:5][CH:6]=1. The catalyst class is: 15. (3) Reactant: [NH2:1][C:2]1[CH:3]=[C:4]([C:8]2[N:9]([CH3:17])[C:10]3[C:15]([CH:16]=2)=[CH:14][CH:13]=[CH:12][CH:11]=3)[CH:5]=[N:6][CH:7]=1.CN(C)[S:20](Cl)(=[O:22])=[O:21].[CH2:25]([N:27](CC)[CH2:28][CH3:29])[CH3:26]. Product: [CH3:17][N:9]1[C:10]2[C:15](=[CH:14][CH:13]=[CH:12][CH:11]=2)[CH:16]=[C:8]1[C:4]1[CH:3]=[C:2]([NH:1][S:20](=[O:22])(=[O:21])[N:27]([CH2:28][CH3:29])[CH2:25][CH3:26])[CH:7]=[N:6][CH:5]=1. The catalyst class is: 4. (4) Reactant: [CH2:1]([C:3]1[CH:4]=[C:5]([OH:9])[CH:6]=[CH:7][CH:8]=1)[CH3:2].C1(P(C2C=CC=CC=2)C2C=CC=CC=2)C=CC=CC=1.O[C@H:30]([CH3:35])[C:31]([O:33][CH3:34])=[O:32].CC(OC(/N=N/C(OC(C)C)=O)=O)C. Product: [CH2:1]([C:3]1[CH:4]=[C:5]([CH:6]=[CH:7][CH:8]=1)[O:9][C@@H:30]([CH3:35])[C:31]([O:33][CH3:34])=[O:32])[CH3:2]. The catalyst class is: 1. (5) Reactant: [Cl:1][C:2]1[CH:10]=[CH:9][C:8]2[NH:7][C:6]3[CH2:11][CH2:12][N:13]([C:16]([O:18][C:19]([CH3:22])([CH3:21])[CH3:20])=[O:17])[CH2:14][CH2:15][C:5]=3[C:4]=2[C:3]=1[Cl:23].[H-].[Na+].Br[CH2:27][CH2:28][CH2:29][C:30]1[CH:35]=[CH:34][CH:33]=[CH:32][CH:31]=1. Product: [Cl:1][C:2]1[CH:10]=[CH:9][C:8]2[N:7]([CH2:27][CH2:28][CH2:29][C:30]3[CH:35]=[CH:34][CH:33]=[CH:32][CH:31]=3)[C:6]3[CH2:11][CH2:12][N:13]([C:16]([O:18][C:19]([CH3:20])([CH3:22])[CH3:21])=[O:17])[CH2:14][CH2:15][C:5]=3[C:4]=2[C:3]=1[Cl:23]. The catalyst class is: 3.